From a dataset of Reaction yield outcomes from USPTO patents with 853,638 reactions. Predict the reaction yield, written as a fraction of the theoretical maximum amount of product (1.0 means a 100% yield; for example, 0.34 means a 34% yield). (1) The catalyst is CN(C)C=O. The reactants are [N:1]1([CH:6]2[CH2:14][C:13]3[C:8](=[CH:9][CH:10]=[C:11]([OH:15])[CH:12]=3)[CH2:7]2)[CH2:5][CH2:4][CH2:3][CH2:2]1.C(=O)([O-])[O-].[K+].[K+].Cl[C:23]1[CH:28]=[CH:27][C:26]([I:29])=[CH:25][N:24]=1. The product is [I:29][C:26]1[CH:27]=[CH:28][C:23]([O:15][C:11]2[CH:12]=[C:13]3[C:8](=[CH:9][CH:10]=2)[CH2:7][CH:6]([N:1]2[CH2:5][CH2:4][CH2:3][CH2:2]2)[CH2:14]3)=[N:24][CH:25]=1. The yield is 0.310. (2) The reactants are C[O:2][C:3]([C:5]1[C:6]([C:15]2[CH:20]=[CH:19][CH:18]=[CH:17][CH:16]=2)=[CH:7][CH:8]=[C:9]([S:11]([CH3:14])(=[O:13])=[O:12])[CH:10]=1)=[O:4].[OH-].[Na+].Cl. The catalyst is C1COCC1. The product is [CH3:14][S:11]([C:9]1[CH:10]=[C:5]([C:3]([OH:4])=[O:2])[C:6]([C:15]2[CH:20]=[CH:19][CH:18]=[CH:17][CH:16]=2)=[CH:7][CH:8]=1)(=[O:12])=[O:13]. The yield is 0.950.